Task: Predict the reactants needed to synthesize the given product.. Dataset: Full USPTO retrosynthesis dataset with 1.9M reactions from patents (1976-2016) (1) The reactants are: C([O:3][C:4](=[O:36])[CH2:5][C:6]1[CH:11]=[CH:10][C:9]([C:12]2[CH:17]=[CH:16][C:15]([C:18]3[N:19]=[N:20][N:21]([CH3:35])[C:22]=3[NH:23][C:24]([O:26][C@@H:27]([C:29]3[CH:34]=[CH:33][CH:32]=[CH:31][CH:30]=3)[CH3:28])=[O:25])=[CH:14][CH:13]=2)=[CH:8][CH:7]=1)C.[OH-].[Li+]. Given the product [CH3:35][N:21]1[C:22]([NH:23][C:24]([O:26][C@@H:27]([C:29]2[CH:30]=[CH:31][CH:32]=[CH:33][CH:34]=2)[CH3:28])=[O:25])=[C:18]([C:15]2[CH:16]=[CH:17][C:12]([C:9]3[CH:8]=[CH:7][C:6]([CH2:5][C:4]([OH:36])=[O:3])=[CH:11][CH:10]=3)=[CH:13][CH:14]=2)[N:19]=[N:20]1, predict the reactants needed to synthesize it. (2) Given the product [Cl:14][C:12]1[CH:11]=[CH:10][C:9]([Cl:15])=[C:8]2[C:13]=1[C:5]([C:3]([OH:4])=[O:2])=[CH:6][N:7]2[CH2:16][CH2:17][O:18][CH3:19], predict the reactants needed to synthesize it. The reactants are: C[O:2][C:3]([C:5]1[C:13]2[C:8](=[C:9]([Cl:15])[CH:10]=[CH:11][C:12]=2[Cl:14])[N:7]([CH2:16][CH2:17][O:18][CH3:19])[CH:6]=1)=[O:4].O.[OH-].[Li+]. (3) The reactants are: Cl[C:2]1[N:7]=[C:6]([NH:8][C:9]2[CH:14]=[CH:13][CH:12]=[C:11]([O:15][CH3:16])[CH:10]=2)[C:5]([N+:17]([O-])=O)=[CH:4][N:3]=1.C(N(CC)CC)C.[CH:27]1([NH2:30])[CH2:29][CH2:28]1.S(S([O-])=O)([O-])=O.[Na+].[Na+]. Given the product [CH:27]1([NH:30][C:2]2[N:7]=[C:6]([NH:8][C:9]3[CH:14]=[CH:13][CH:12]=[C:11]([O:15][CH3:16])[CH:10]=3)[C:5]([NH2:17])=[CH:4][N:3]=2)[CH2:29][CH2:28]1, predict the reactants needed to synthesize it. (4) Given the product [Cl:29][C:24]1[CH:23]=[C:22]([C:13]2([C:18]([F:20])([F:19])[F:21])[O:12][N:11]=[C:10]([C:7]3[CH:8]=[CH:9][C:4]([C:3]([OH:31])=[O:2])=[C:5]([CH3:30])[CH:6]=3)[C:14]2=[CH:15][CH3:16])[CH:27]=[C:26]([Cl:28])[CH:25]=1, predict the reactants needed to synthesize it. The reactants are: C[O:2][C:3](=[O:31])[C:4]1[CH:9]=[CH:8][C:7]([C:10]2[CH:14]([CH:15](O)[CH3:16])[C:13]([C:22]3[CH:27]=[C:26]([Cl:28])[CH:25]=[C:24]([Cl:29])[CH:23]=3)([C:18]([F:21])([F:20])[F:19])[O:12][N:11]=2)=[CH:6][C:5]=1[CH3:30].O.[OH-].[Li+].O1CCCC1. (5) Given the product [CH3:27][C:25]1([CH3:28])[C:24](=[O:29])[NH:23][C:22]2[CH:30]=[C:18]([NH:16][C:14]3[N:15]=[C:8]4[C:7]([C:5]5[CH:4]=[N:3][N:2]([CH3:1])[CH:6]=5)=[N:12][CH:11]=[CH:10][N:9]4[N:13]=3)[CH:19]=[CH:20][C:21]=2[O:26]1, predict the reactants needed to synthesize it. The reactants are: [CH3:1][N:2]1[CH:6]=[C:5]([C:7]2[C:8]3[N:9]([N:13]=[C:14]([NH2:16])[N:15]=3)[CH:10]=[CH:11][N:12]=2)[CH:4]=[N:3]1.Cl[C:18]1[CH:19]=[CH:20][C:21]2[O:26][C:25]([CH3:28])([CH3:27])[C:24](=[O:29])[NH:23][C:22]=2[CH:30]=1.NC1C=C(Cl)C=CC=1O.BrC(C)(C)C(Br)=O.